From a dataset of Catalyst prediction with 721,799 reactions and 888 catalyst types from USPTO. Predict which catalyst facilitates the given reaction. (1) Reactant: C(O[CH:5]([C:14]1[CH:19]=[CH:18][C:17]([C:20]2[O:21][CH2:22][C:23]([CH3:26])([CH3:25])[N:24]=2)=[CH:16][CH:15]=1)[C:6]1[CH:11]=[CH:10][CH:9]=[CH:8][C:7]=1[O:12][CH3:13])(=O)C.C([O-])=O.[NH4+]. Product: [CH3:25][C:23]1([CH3:26])[CH2:22][O:21][C:20]([C:17]2[CH:18]=[CH:19][C:14]([CH2:5][C:6]3[CH:11]=[CH:10][CH:9]=[CH:8][C:7]=3[O:12][CH3:13])=[CH:15][CH:16]=2)=[N:24]1. The catalyst class is: 19. (2) Reactant: [Cl:1][C:2]1[CH:9]=[C:8]([N:10]2[C:14](=[O:15])[CH:13]=[C:12]([OH:16])[CH:11]2[CH:17]([CH3:19])[CH3:18])[CH:7]=[CH:6][C:3]=1[C:4]#[N:5].C(O)(=O)C.[BH4-].[Na+].O. Product: [Cl:1][C:2]1[CH:9]=[C:8]([N:10]2[C:14](=[O:15])[CH2:13][C@H:12]([OH:16])[C@@H:11]2[CH:17]([CH3:19])[CH3:18])[CH:7]=[CH:6][C:3]=1[C:4]#[N:5]. The catalyst class is: 10. (3) Reactant: Cl.[CH3:2][C:3]1([C:9]([O:11][CH2:12][CH3:13])=[O:10])[CH2:8][CH2:7][NH:6][CH2:5][CH2:4]1.CCN(C(C)C)C(C)C.[Br:23][C:24]1[CH:25]=[N:26][C:27](Cl)=[N:28][CH:29]=1. Product: [Br:23][C:24]1[CH:25]=[N:26][C:27]([N:6]2[CH2:7][CH2:8][C:3]([CH3:2])([C:9]([O:11][CH2:12][CH3:13])=[O:10])[CH2:4][CH2:5]2)=[N:28][CH:29]=1. The catalyst class is: 14. (4) Reactant: C1(P(C2C=CC=CC=2)C2C=CC=CC=2)C=CC=CC=1.[C:20]([Cl:24])(Cl)(Cl)Cl.[Br:25][C:26]1[CH:27]=[C:28]2[C:33](=[CH:34][CH:35]=1)[CH:32]=[C:31](CO)[CH:30]=[C:29]2[O:38][C:39]1[CH:44]=[CH:43][C:42]([S:45]([CH2:48][CH3:49])(=[O:47])=[O:46])=[CH:41][N:40]=1. Product: [Br:25][C:26]1[CH:27]=[C:28]2[C:33]([CH:32]=[C:31]([CH2:20][Cl:24])[CH:30]=[C:29]2[O:38][C:39]2[CH:44]=[CH:43][C:42]([S:45]([CH2:48][CH3:49])(=[O:46])=[O:47])=[CH:41][N:40]=2)=[CH:34][CH:35]=1. The catalyst class is: 30. (5) Reactant: C([O-])(=O)C.[Na+].Cl.[CH:7]([NH2:9])=[NH:8].C([O:12][C:13](=O)[CH2:14][C:15](=O)[C:16]([F:25])([F:24])[C:17]([F:23])([F:22])[C:18]([F:21])([F:20])[F:19])C. Product: [F:24][C:16]([C:15]1[N:9]=[CH:7][N:8]=[C:13]([OH:12])[CH:14]=1)([F:25])[C:17]([F:22])([F:23])[C:18]([F:21])([F:20])[F:19]. The catalyst class is: 8. (6) Reactant: [CH3:1][O:2][P:3]([O-:6])[O:4][CH3:5].[H-].[Na+].[O:9]([CH2:16][CH2:17][CH2:18]Br)[C:10]1[CH:15]=[CH:14][CH:13]=[CH:12][CH:11]=1. Product: [CH3:1][O:2][P:3]([CH2:18][CH2:17][CH2:16][O:9][C:10]1[CH:15]=[CH:14][CH:13]=[CH:12][CH:11]=1)(=[O:6])[O:4][CH3:5]. The catalyst class is: 3. (7) Reactant: [Cl:1][C:2]1[CH:3]=[C:4]([C:9]([CH2:36][N+:37]([O-])=O)([C:32]([F:35])([F:34])[F:33])[CH2:10][C:11]([C:13]2[CH:14]=[C:15]3[C:19](=[CH:20][CH:21]=2)[C:18]2([CH2:24][N:23]([C:25]([O:27][C:28]([CH3:31])([CH3:30])[CH3:29])=[O:26])[CH2:22]2)[O:17][CH2:16]3)=O)[CH:5]=[C:6]([Cl:8])[CH:7]=1. Product: [Cl:1][C:2]1[CH:3]=[C:4]([C:9]2([C:32]([F:34])([F:33])[F:35])[CH2:10][C:11]([C:13]3[CH:14]=[C:15]4[C:19](=[CH:20][CH:21]=3)[C:18]3([CH2:24][N:23]([C:25]([O:27][C:28]([CH3:31])([CH3:30])[CH3:29])=[O:26])[CH2:22]3)[O:17][CH2:16]4)=[N:37][CH2:36]2)[CH:5]=[C:6]([Cl:8])[CH:7]=1. The catalyst class is: 8. (8) Reactant: [O:1]=[C:2]1[C:10]2([C:14]3=[CH:15][C:16]4[O:20][CH2:19][O:18][C:17]=4[CH:21]=[C:13]3[O:12][CH2:11]2)[C:9]2[C:4](=[CH:5][CH:6]=[CH:7][CH:8]=2)[N:3]1[CH2:22][C:23]([O:25]CC)=[O:24].O.[OH-].[Li+].Cl. Product: [O:1]=[C:2]1[C:10]2([C:14]3=[CH:15][C:16]4[O:20][CH2:19][O:18][C:17]=4[CH:21]=[C:13]3[O:12][CH2:11]2)[C:9]2[C:4](=[CH:5][CH:6]=[CH:7][CH:8]=2)[N:3]1[CH2:22][C:23]([OH:25])=[O:24]. The catalyst class is: 20.